This data is from Retrosynthesis with 50K atom-mapped reactions and 10 reaction types from USPTO. The task is: Predict the reactants needed to synthesize the given product. The reactants are: CC[C@H](C)[C@@H](CNc1ccc(O[Si](C)(C)C(C)(C)C)cc1)NC(=O)OC(C)(C)C.O=C(O)[C@@H]1C[C@H]1c1ccccn1. Given the product CC[C@H](C)[C@@H](CN(C(=O)[C@@H]1C[C@H]1c1ccccn1)c1ccc(O[Si](C)(C)C(C)(C)C)cc1)NC(=O)OC(C)(C)C, predict the reactants needed to synthesize it.